Dataset: Retrosynthesis with 50K atom-mapped reactions and 10 reaction types from USPTO. Task: Predict the reactants needed to synthesize the given product. (1) Given the product COc1cc(OC)cc(C(=CC#N)c2cc(OC)ccc2OC)c1, predict the reactants needed to synthesize it. The reactants are: CCOP(=O)(CC#N)OCC.COc1cc(OC)cc(C(=O)c2cc(OC)ccc2OC)c1. (2) Given the product Nc1cc(Oc2ccc3c(c2)CCN3C(=O)Nc2cccc(C(F)(F)F)c2)ncn1, predict the reactants needed to synthesize it. The reactants are: [N-]=[N+]=Nc1cc(Oc2ccc3c(c2)CCN3C(=O)Nc2cccc(C(F)(F)F)c2)ncn1.